From a dataset of Reaction yield outcomes from USPTO patents with 853,638 reactions. Predict the reaction yield, written as a fraction of the theoretical maximum amount of product (1.0 means a 100% yield; for example, 0.34 means a 34% yield). (1) The reactants are [CH2:1]([O:8][C:9]1[CH:10]=[C:11]([CH:22]=[CH:23][C:24]=1[O:25][CH3:26])[C:12]([O:14][CH2:15][C:16]1[CH:21]=[CH:20][CH:19]=[CH:18][CH:17]=1)=[O:13])[C:2]1[CH:7]=[CH:6][CH:5]=[CH:4][CH:3]=1.[N+:27]([O-])([OH:29])=[O:28].[OH-].[Na+].C([O-])(O)=O.[Na+]. The catalyst is CC(OC(C)=O)=O. The product is [CH2:1]([O:8][C:9]1[C:24]([O:25][CH3:26])=[CH:23][C:22]([N+:27]([O-:29])=[O:28])=[C:11]([CH:10]=1)[C:12]([O:14][CH2:15][C:16]1[CH:17]=[CH:18][CH:19]=[CH:20][CH:21]=1)=[O:13])[C:2]1[CH:7]=[CH:6][CH:5]=[CH:4][CH:3]=1. The yield is 0.930. (2) The reactants are [CH3:1][O:2][C:3]1[C:11]([CH3:12])=[C:10]2[C:6]([C:7](=[O:13])[O:8][CH2:9]2)=[C:5]([O:14][CH2:15][CH2:16][Si:17]([CH3:20])([CH3:19])[CH3:18])[C:4]=1[CH2:21]C=O.C1(P(C2C=CC=CC=2)(C2C=CC=CC=2)=[C:31]([CH2:34][CH3:35])[CH:32]=[O:33])C=CC=CC=1.[C:48]1(C)C=CC=CC=1. No catalyst specified. The product is [CH2:34]([C:31](=[CH:48][CH2:21][C:4]1[C:5]([O:14][CH2:15][CH2:16][Si:17]([CH3:20])([CH3:18])[CH3:19])=[C:6]2[C:10](=[C:11]([CH3:12])[C:3]=1[O:2][CH3:1])[CH2:9][O:8][C:7]2=[O:13])[CH:32]=[O:33])[CH3:35]. The yield is 0.830. (3) The reactants are C([NH:4][C:5]1(C(OCC)=O)[CH2:14][C:13]2[C:8](=[CH:9][CH:10]=[CH:11][CH:12]=2)[NH:7][C:6]1=[O:15])(=O)C. The catalyst is Cl. The product is [NH2:4][CH:5]1[CH2:14][C:13]2[C:8](=[CH:9][CH:10]=[CH:11][CH:12]=2)[NH:7][C:6]1=[O:15]. The yield is 0.720. (4) The reactants are C[CH:2]([C:6]1[O:10][N:9]=[C:8]([CH3:11])[N:7]=1)[C:3]([OH:5])=O.[CH:12]1([O:16][C:17]2[CH:18]=[C:19]([N:25]3[CH2:30][CH2:29][NH:28][C@@H:27]([CH2:31][CH:32]([CH3:34])[CH3:33])[CH2:26]3)[CH:20]=[CH:21][C:22]=2[O:23][CH3:24])[CH2:15][CH2:14][CH2:13]1. No catalyst specified. The product is [CH:12]1([O:16][C:17]2[CH:18]=[C:19]([N:25]3[CH2:30][CH2:29][N:28]([C:3](=[O:5])[CH2:2][C:6]4[O:10][N:9]=[C:8]([CH3:11])[N:7]=4)[C@@H:27]([CH2:31][CH:32]([CH3:34])[CH3:33])[CH2:26]3)[CH:20]=[CH:21][C:22]=2[O:23][CH3:24])[CH2:13][CH2:14][CH2:15]1. The yield is 0.0400. (5) The reactants are [CH3:1][O:2][C:3](=[O:22])[C:4]([CH3:21])([N+:18]([O-])=O)[CH2:5][C:6]1[C:14]2[C:9](=[CH:10][CH:11]=[C:12]([O:15][CH2:16][CH3:17])[CH:13]=2)[NH:8][CH:7]=1. The catalyst is CO. The product is [CH3:1][O:2][C:3](=[O:22])[C:4]([NH2:18])([CH3:21])[CH2:5][C:6]1[C:14]2[C:9](=[CH:10][CH:11]=[C:12]([O:15][CH2:16][CH3:17])[CH:13]=2)[NH:8][CH:7]=1. The yield is 0.900.